The task is: Predict the reactants needed to synthesize the given product.. This data is from Retrosynthesis with 50K atom-mapped reactions and 10 reaction types from USPTO. (1) The reactants are: COc1ccnc(-c2ccc(C)cc2C(=O)O)n1.C[C@@H]1CCCN[C@@H]1CNc1ccc(C(F)(F)F)cn1. Given the product COc1ccnc(-c2ccc(C)cc2C(=O)N2CCC[C@@H](C)[C@H]2CNc2ccc(C(F)(F)F)cn2)n1, predict the reactants needed to synthesize it. (2) Given the product C/C=C/[C@H]1CN(C(=O)c2noc(-c3ccc(F)cc3)n2)[C@@H](CC(C)C)C(=O)N1, predict the reactants needed to synthesize it. The reactants are: CC=C[C@H]1CN[C@@H](CC(C)C)C(=O)N1.O=C(O)c1noc(-c2ccc(F)cc2)n1. (3) Given the product CCc1ccc([C@H]2C[C@@H](C(F)(F)F)n3ncc(C(=O)NCc4ccc(C)cc4F)c3N2)cc1, predict the reactants needed to synthesize it. The reactants are: CCc1ccc([C@H]2C[C@@H](C(F)(F)F)n3ncc(C(=O)O)c3N2)cc1.Cc1ccc(CN)c(F)c1. (4) Given the product NC1CN(c2ccc(C(F)(F)F)cn2)C1, predict the reactants needed to synthesize it. The reactants are: CC(C)(C)OC(=O)NC1CN(c2ccc(C(F)(F)F)cn2)C1. (5) Given the product Cc1nn(Cc2ccc(Cl)cc2C(F)(F)F)c2ccc(C=C3SC(N4CCN(C(=O)OC(C)(C)C)[C@@H](CO)C4)=NC3=O)cc12, predict the reactants needed to synthesize it. The reactants are: CC(C)(C)OC(=O)N1CCN(C2=NC(=O)CS2)C[C@@H]1CO.Cc1nn(Cc2ccc(Cl)cc2C(F)(F)F)c2ccc(C=O)cc12. (6) The reactants are: CC[C@H](N)c1nc2cc(Cl)ccc2[nH]1.Cc1cc(C(=O)O)ccc1C(=O)N1CCCC1. Given the product CC[C@H](NC(=O)c1ccc(C(=O)N2CCCC2)c(C)c1)c1nc2cc(Cl)ccc2[nH]1, predict the reactants needed to synthesize it. (7) Given the product COc1ccc(C(C)(C)C)cc1Oc1nc(C(=O)Nc2c(OC)nc(NCCNC(C)C)nc2OC)cs1, predict the reactants needed to synthesize it. The reactants are: COc1ccc(C(C)(C)C)cc1Oc1nc(C(=O)Nc2c(OC)nc(NCCN(C(=O)OC(C)(C)C)C(C)C)nc2OC)cs1. (8) Given the product COC(=O)c1cc(Br)c(F)c(N)c1OC, predict the reactants needed to synthesize it. The reactants are: COC(=O)c1cc(Br)c(F)c([N+](=O)[O-])c1OC.